The task is: Regression. Given two drug SMILES strings and cell line genomic features, predict the synergy score measuring deviation from expected non-interaction effect.. This data is from NCI-60 drug combinations with 297,098 pairs across 59 cell lines. (1) Drug 1: CN1C(=O)N2C=NC(=C2N=N1)C(=O)N. Drug 2: CS(=O)(=O)CCNCC1=CC=C(O1)C2=CC3=C(C=C2)N=CN=C3NC4=CC(=C(C=C4)OCC5=CC(=CC=C5)F)Cl. Cell line: RXF 393. Synergy scores: CSS=-9.84, Synergy_ZIP=3.06, Synergy_Bliss=-1.70, Synergy_Loewe=-14.0, Synergy_HSA=-11.2. (2) Drug 1: CC(C1=C(C=CC(=C1Cl)F)Cl)OC2=C(N=CC(=C2)C3=CN(N=C3)C4CCNCC4)N. Drug 2: B(C(CC(C)C)NC(=O)C(CC1=CC=CC=C1)NC(=O)C2=NC=CN=C2)(O)O. Cell line: A498. Synergy scores: CSS=21.9, Synergy_ZIP=-1.79, Synergy_Bliss=6.23, Synergy_Loewe=-2.00, Synergy_HSA=6.77. (3) Drug 1: COC1=NC(=NC2=C1N=CN2C3C(C(C(O3)CO)O)O)N. Drug 2: CS(=O)(=O)OCCCCOS(=O)(=O)C. Cell line: HS 578T. Synergy scores: CSS=-2.21, Synergy_ZIP=-1.01, Synergy_Bliss=-3.77, Synergy_Loewe=-6.93, Synergy_HSA=-4.96. (4) Drug 1: CC1=C(C(=CC=C1)Cl)NC(=O)C2=CN=C(S2)NC3=CC(=NC(=N3)C)N4CCN(CC4)CCO. Drug 2: CNC(=O)C1=NC=CC(=C1)OC2=CC=C(C=C2)NC(=O)NC3=CC(=C(C=C3)Cl)C(F)(F)F. Cell line: IGROV1. Synergy scores: CSS=25.8, Synergy_ZIP=-6.17, Synergy_Bliss=-5.50, Synergy_Loewe=-44.3, Synergy_HSA=-5.40. (5) Drug 1: C1=CC(=CC=C1CCC2=CNC3=C2C(=O)NC(=N3)N)C(=O)NC(CCC(=O)O)C(=O)O. Drug 2: CCC(=C(C1=CC=CC=C1)C2=CC=C(C=C2)OCCN(C)C)C3=CC=CC=C3.C(C(=O)O)C(CC(=O)O)(C(=O)O)O. Cell line: A549. Synergy scores: CSS=33.6, Synergy_ZIP=-12.8, Synergy_Bliss=-5.20, Synergy_Loewe=-22.1, Synergy_HSA=-3.68. (6) Drug 1: C1=CC(=CC=C1CCCC(=O)O)N(CCCl)CCCl. Drug 2: CC1=C(C(=O)C2=C(C1=O)N3CC4C(C3(C2COC(=O)N)OC)N4)N. Cell line: UACC-257. Synergy scores: CSS=7.66, Synergy_ZIP=-5.77, Synergy_Bliss=-6.91, Synergy_Loewe=-6.79, Synergy_HSA=-4.64. (7) Drug 1: C1CN1C2=NC(=NC(=N2)N3CC3)N4CC4. Drug 2: CC(C)(C#N)C1=CC(=CC(=C1)CN2C=NC=N2)C(C)(C)C#N. Cell line: EKVX. Synergy scores: CSS=8.11, Synergy_ZIP=-0.584, Synergy_Bliss=1.14, Synergy_Loewe=-1.18, Synergy_HSA=-0.729. (8) Drug 1: C1CC(=O)NC(=O)C1N2CC3=C(C2=O)C=CC=C3N. Drug 2: CC1C(C(=O)NC(C(=O)N2CCCC2C(=O)N(CC(=O)N(C(C(=O)O1)C(C)C)C)C)C(C)C)NC(=O)C3=C4C(=C(C=C3)C)OC5=C(C(=O)C(=C(C5=N4)C(=O)NC6C(OC(=O)C(N(C(=O)CN(C(=O)C7CCCN7C(=O)C(NC6=O)C(C)C)C)C)C(C)C)C)N)C. Cell line: SW-620. Synergy scores: CSS=14.3, Synergy_ZIP=5.72, Synergy_Bliss=12.4, Synergy_Loewe=13.4, Synergy_HSA=12.0. (9) Drug 1: CC12CCC(CC1=CCC3C2CCC4(C3CC=C4C5=CN=CC=C5)C)O. Drug 2: CCCCCOC(=O)NC1=NC(=O)N(C=C1F)C2C(C(C(O2)C)O)O. Cell line: A549. Synergy scores: CSS=1.54, Synergy_ZIP=-0.756, Synergy_Bliss=0.0147, Synergy_Loewe=-5.73, Synergy_HSA=-1.81.